This data is from Reaction yield outcomes from USPTO patents with 853,638 reactions. The task is: Predict the reaction yield, written as a fraction of the theoretical maximum amount of product (1.0 means a 100% yield; for example, 0.34 means a 34% yield). (1) The reactants are C(O/[CH:4]=[CH:5]/[C:6]([NH:8][C:9]1[CH:14]=[CH:13][C:12]([C:15]([F:18])([F:17])[F:16])=[CH:11][CH:10]=1)=[O:7])C. The catalyst is S(=O)(=O)(O)O. The product is [F:18][C:15]([F:16])([F:17])[C:12]1[CH:13]=[C:14]2[C:9](=[CH:10][CH:11]=1)[NH:8][C:6](=[O:7])[CH:5]=[CH:4]2. The yield is 0.560. (2) The reactants are [CH2:1]([O:8][C:9]1[CH:14]=[CH:13][C:12]([CH2:15][C:16]([O:18]CC)=[O:17])=[CH:11][CH:10]=1)[C:2]1[CH:7]=[CH:6][CH:5]=[CH:4][CH:3]=1.[OH-].[K+]. The catalyst is CCO.O. The product is [CH2:1]([O:8][C:9]1[CH:10]=[CH:11][C:12]([CH2:15][C:16]([OH:18])=[O:17])=[CH:13][CH:14]=1)[C:2]1[CH:3]=[CH:4][CH:5]=[CH:6][CH:7]=1. The yield is 0.980. (3) The yield is 0.690. The catalyst is S(=O)(=O)(O)[O-].C([N+](CCCC)(CCCC)CCCC)CCC.C1COCC1.O. The reactants are [F:1][C:2]([F:20])([F:19])[C@@H:3]([C:5]1[CH:10]=[CH:9][C:8]([C:11]2[CH:16]=[CH:15][CH:14]=[C:13]([O:17][CH3:18])[CH:12]=2)=[CH:7][CH:6]=1)[OH:4].[NH2:21][C:22]1[N:27]=[C:26]([C:28]2[CH:33]=[CH:32][C:31]([CH2:34][C@H:35]([NH:39]C(OC(C)(C)C)=O)[C:36]([OH:38])=[O:37])=[CH:30][CH:29]=2)[CH:25]=[C:24](Cl)[N:23]=1.C(=O)([O-])[O-].[Cs+].[Cs+].O1CCOCC1. The product is [NH2:39][C@@H:35]([CH2:34][C:31]1[CH:32]=[CH:33][C:28]([C:26]2[CH:25]=[C:24]([O:4][C@H:3]([C:5]3[CH:6]=[CH:7][C:8]([C:11]4[CH:16]=[CH:15][CH:14]=[C:13]([O:17][CH3:18])[CH:12]=4)=[CH:9][CH:10]=3)[C:2]([F:19])([F:20])[F:1])[N:23]=[C:22]([NH2:21])[N:27]=2)=[CH:29][CH:30]=1)[C:36]([OH:38])=[O:37]. (4) The reactants are [N+:1]([C:4]1[CH:5]=[C:6]([C:14]([F:17])([F:16])[F:15])[CH:7]=[C:8]2[C:13]=1[N:12]=[CH:11][CH:10]=[CH:9]2)([O-])=O.O.O.[Sn](Cl)Cl.[OH-].[Na+]. The catalyst is Cl.O.C(OCC)(=O)C. The product is [F:17][C:14]([F:15])([F:16])[C:6]1[CH:7]=[C:8]2[C:13](=[C:4]([NH2:1])[CH:5]=1)[N:12]=[CH:11][CH:10]=[CH:9]2. The yield is 0.360. (5) The yield is 0.370. The catalyst is C1COCC1. The reactants are CCN(C(C)C)C(C)C.[CH2:10]([N:17]1[CH:21]=[C:20]([OH:22])[CH:19]=[N:18]1)[C:11]1[CH:16]=[CH:15][CH:14]=[CH:13][CH:12]=1.Cl[C:24]1[N:25]=[C:26]([OH:40])[C:27]2[CH:33]=[CH:32][N:31]=[C:30]([C:34]3[N:35]=[CH:36][N:37]([CH3:39])[CH:38]=3)[C:28]=2[N:29]=1. The product is [CH2:10]([N:17]1[CH:21]=[C:20]([O:22][C:24]2[N:25]=[C:26]([OH:40])[C:27]3[CH:33]=[CH:32][N:31]=[C:30]([C:34]4[N:35]=[CH:36][N:37]([CH3:39])[CH:38]=4)[C:28]=3[N:29]=2)[CH:19]=[N:18]1)[C:11]1[CH:12]=[CH:13][CH:14]=[CH:15][CH:16]=1. (6) The reactants are [Cl:1][C:2]1[CH:7]=[CH:6][C:5]([C:8](=[CH2:13])[C:9]([O:11][CH3:12])=[O:10])=[CH:4][CH:3]=1.[CH:14]([NH2:17])([CH3:16])[CH3:15].[CH3:18][C:19]([O:22][C:23](O[C:23]([O:22][C:19]([CH3:21])([CH3:20])[CH3:18])=[O:24])=[O:24])([CH3:21])[CH3:20]. The catalyst is C1COCC1. The product is [C:19]([O:22][C:23]([N:17]([CH:14]([CH3:16])[CH3:15])[CH2:13][CH:8]([C:5]1[CH:4]=[CH:3][C:2]([Cl:1])=[CH:7][CH:6]=1)[C:9]([O:11][CH3:12])=[O:10])=[O:24])([CH3:21])([CH3:20])[CH3:18]. The yield is 0.940. (7) The reactants are [CH2:1]([N:8]1[CH2:13][CH2:12][CH:11]([N:14]2[CH:22]=[N:21][C:20]3[C:15]2=[N:16][C:17](Cl)=[N:18][C:19]=3[N:23]2[CH2:28][CH2:27][O:26][CH2:25][CH2:24]2)[CH2:10][CH2:9]1)[C:2]1[CH:7]=[CH:6][CH:5]=[CH:4][CH:3]=1.C([O-])(O)=O.[Na+].[NH2:35][C:36]1(B(O)O)[N:41]=[CH:40][CH:39]=[CH:38][NH:37]1. The catalyst is C1C=CC([P]([Pd]([P](C2C=CC=CC=2)(C2C=CC=CC=2)C2C=CC=CC=2)([P](C2C=CC=CC=2)(C2C=CC=CC=2)C2C=CC=CC=2)[P](C2C=CC=CC=2)(C2C=CC=CC=2)C2C=CC=CC=2)(C2C=CC=CC=2)C2C=CC=CC=2)=CC=1. The product is [CH2:1]([N:8]1[CH2:13][CH2:12][CH:11]([N:14]2[CH:22]=[N:21][C:20]3[C:15]2=[N:16][C:17]([C:39]2[CH:38]=[N:37][C:36]([NH2:35])=[N:41][CH:40]=2)=[N:18][C:19]=3[N:23]2[CH2:28][CH2:27][O:26][CH2:25][CH2:24]2)[CH2:10][CH2:9]1)[C:2]1[CH:7]=[CH:6][CH:5]=[CH:4][CH:3]=1. The yield is 0.480. (8) The reactants are C([NH:8][C:9]1[C:10]([CH3:31])=[C:11]([CH3:30])[C:12]2[O:16][CH2:15][CH:14]([C:17]3[CH:22]=[CH:21][C:20]([CH:23]([CH3:25])[CH3:24])=[CH:19][C:18]=3[O:26][CH3:27])[C:13]=2[C:28]=1[CH3:29])C1C=CC=CC=1. The yield is 0.870. The product is [CH:23]([C:20]1[CH:21]=[CH:22][C:17]([CH:14]2[C:13]3[C:28]([CH3:29])=[C:9]([NH2:8])[C:10]([CH3:31])=[C:11]([CH3:30])[C:12]=3[O:16][CH2:15]2)=[C:18]([O:26][CH3:27])[CH:19]=1)([CH3:25])[CH3:24]. The catalyst is C(OCC)(=O)C.CCCCCC.